This data is from Full USPTO retrosynthesis dataset with 1.9M reactions from patents (1976-2016). The task is: Predict the reactants needed to synthesize the given product. (1) The reactants are: COC(C1C=CC(COC2C=CC=C3C=2C=C(S(O)(=O)=O)C=C3)=CC=1)=O.[O-:27][C:28]1[CH:37]=[C:36]2[C:31]([CH:32]=[CH:33][C:34]([S:38]([O-:41])(=[O:40])=[O:39])=[CH:35]2)=[CH:30][CH:29]=1.[Na+].[Na+].Cl[CH2:45][CH2:46][CH2:47][N:48]1[CH2:52][CH2:51][CH2:50][CH2:49]1. Given the product [N:48]1([CH2:47][CH2:46][CH2:45][O:27][C:28]2[CH:37]=[C:36]3[C:31]([CH:32]=[CH:33][C:34]([S:38]([OH:41])(=[O:39])=[O:40])=[CH:35]3)=[CH:30][CH:29]=2)[CH2:52][CH2:51][CH2:50][CH2:49]1, predict the reactants needed to synthesize it. (2) The reactants are: [CH3:16][C:11]1([CH3:17])[C:12]([CH3:15])([CH3:14])[O:13][B:9]([B:9]2[O:13][C:12]([CH3:15])([CH3:14])[C:11]([CH3:17])([CH3:16])[O:10]2)[O:10]1.Br[C:20]1[CH:32]=[CH:31][C:23]([CH2:24][N:25]2[CH2:30][CH2:29][O:28][CH2:27][CH2:26]2)=[C:22]([F:33])[CH:21]=1. Given the product [F:33][C:22]1[CH:21]=[C:20]([B:9]2[O:10][C:11]([CH3:16])([CH3:17])[C:12]([CH3:14])([CH3:15])[O:13]2)[CH:32]=[CH:31][C:23]=1[CH2:24][N:25]1[CH2:26][CH2:27][O:28][CH2:29][CH2:30]1, predict the reactants needed to synthesize it. (3) Given the product [F:41][C:20]([F:19])([F:40])[CH2:21][NH:22][C@H:23]1[CH2:24][CH2:25][C@H:26]([N:29]2[C:30]3=[C:31]4[S:39][CH:38]=[CH:37][C:32]4=[N:33][CH:34]=[C:35]3[N:36]=[C:3]2[C@H:2]([OH:1])[CH3:6])[CH2:27][CH2:28]1, predict the reactants needed to synthesize it. The reactants are: [OH:1][C@H:2]([CH3:6])[C:3](N)=O.F[B-](F)(F)F.C([O+](CC)CC)C.[F:19][C:20]([F:41])([F:40])[CH2:21][NH:22][C@H:23]1[CH2:28][CH2:27][C@H:26]([NH:29][C:30]2[C:35]([NH2:36])=[CH:34][N:33]=[C:32]3[CH:37]=[CH:38][S:39][C:31]=23)[CH2:25][CH2:24]1. (4) Given the product [OH:8][C:9]1[CH:10]=[C:11]([CH:16]=[C:17]([O:19][C:20]2[CH:21]=[CH:22][C:23]([C:26]3[O:27][C:28]([CH3:31])=[N:29][N:30]=3)=[CH:24][CH:25]=2)[CH:18]=1)[C:12]([O:14][CH3:15])=[O:13], predict the reactants needed to synthesize it. The reactants are: C([O:8][C:9]1[CH:10]=[C:11]([CH:16]=[C:17]([O:19][C:20]2[CH:25]=[CH:24][C:23]([C:26]3[O:27][C:28]([CH3:31])=[N:29][N:30]=3)=[CH:22][CH:21]=2)[CH:18]=1)[C:12]([O:14][CH3:15])=[O:13])C1C=CC=CC=1. (5) Given the product [CH2:1]([O:8][CH2:9][C@H:10]([OH:17])[CH2:11][C:12]([O:14][CH2:15][CH3:16])=[O:13])[C:2]1[CH:7]=[CH:6][CH:5]=[CH:4][CH:3]=1, predict the reactants needed to synthesize it. The reactants are: [CH2:1]([O:8][CH2:9][C:10](=[O:17])[CH2:11][C:12]([O:14][CH2:15][CH3:16])=[O:13])[C:2]1[CH:7]=[CH:6][CH:5]=[CH:4][CH:3]=1. (6) Given the product [CH3:1][O:2][C:3](=[O:18])[CH:4]([C:7]1([C:19]#[N:20])[C:15]2[C:10](=[CH:11][CH:12]=[C:13]([Cl:16])[CH:14]=2)[NH:9][C:8]1=[O:17])[C:5]#[N:6], predict the reactants needed to synthesize it. The reactants are: [CH3:1][O:2][C:3](=[O:18])[C:4](=[C:7]1[C:15]2[C:10](=[CH:11][CH:12]=[C:13]([Cl:16])[CH:14]=2)[NH:9][C:8]1=[O:17])[C:5]#[N:6].[C-:19]#[N:20].[K+].O. (7) Given the product [CH:1]([N:4]1[C:5](=[O:17])[CH:6]=[CH:7][C:8]([CH:10]2[CH2:15][CH2:14][CH:13]([N:18]3[CH2:21][CH:20]([NH:22][C:23]([CH2:25][NH:26][C:27](=[O:38])[C:28]4[CH:33]=[CH:32][CH:31]=[C:30]([C:34]([F:37])([F:35])[F:36])[CH:29]=4)=[O:24])[CH2:19]3)[CH2:12][CH2:11]2)=[CH:9]1)([CH3:3])[CH3:2], predict the reactants needed to synthesize it. The reactants are: [CH:1]([N:4]1[CH:9]=[C:8]([CH:10]2[CH2:15][CH2:14][C:13](=O)[CH2:12][CH2:11]2)[CH:7]=[CH:6][C:5]1=[O:17])([CH3:3])[CH3:2].[NH:18]1[CH2:21][CH:20]([NH:22][C:23]([CH2:25][NH:26][C:27](=[O:38])[C:28]2[CH:33]=[CH:32][CH:31]=[C:30]([C:34]([F:37])([F:36])[F:35])[CH:29]=2)=[O:24])[CH2:19]1.